Dataset: Forward reaction prediction with 1.9M reactions from USPTO patents (1976-2016). Task: Predict the product of the given reaction. (1) Given the reactants F[C:2](F)(F)[C:3]([O-])=O.[Cl:8][C:9]1[CH:14]=[C:13]([Cl:15])[CH:12]=[CH:11][C:10]=1[CH2:16][NH2:17].[S:18]1[CH:22]=[CH:21][N:20]=[C:19]1[N:23]1[CH:27]=[CH:26][CH:25]=[C:24]1[CH:28]=O, predict the reaction product. The product is: [Cl:8][C:9]1[CH:14]=[C:13]([Cl:15])[CH:12]=[CH:11][C:10]=1[CH2:16][N:17]([CH2:28][C:24]1[N:23]([C:19]2[S:18][CH:2]=[CH:3][N:20]=2)[CH:27]=[CH:26][CH:25]=1)[CH2:28][C:24]1[N:23]([C:19]2[S:18][CH:22]=[CH:21][N:20]=2)[CH:27]=[CH:26][CH:25]=1. (2) Given the reactants [CH3:1][N:2]1[CH2:7][CH2:6][CH:5]([O:8][CH:9]2[C:18]3[CH:19]=[CH:20][CH:21]=[CH:22][C:17]=3[CH2:16][CH2:15][N:14]3[C:10]2=[N:11][C:12]([C:23]2[CH:28]=[CH:27][C:26]([NH2:29])=[CH:25][CH:24]=2)=[CH:13]3)[CH2:4][CH2:3]1.CCN(CC)CC.[C:37](Cl)(=[O:42])[C:38]([CH3:41])([CH3:40])[CH3:39], predict the reaction product. The product is: [CH3:39][C:38]([CH3:41])([CH3:40])[C:37]([NH:29][C:26]1[CH:25]=[CH:24][C:23]([C:12]2[N:11]=[C:10]3[N:14]([CH2:15][CH2:16][C:17]4[CH:22]=[CH:21][CH:20]=[CH:19][C:18]=4[CH:9]3[O:8][CH:5]3[CH2:4][CH2:3][N:2]([CH3:1])[CH2:7][CH2:6]3)[CH:13]=2)=[CH:28][CH:27]=1)=[O:42]. (3) Given the reactants C(OC(=O)[NH:7][C:8]1[CH:17]=[CH:16][CH:15]=[C:14]2[C:9]=1[CH:10]=[CH:11][CH:12]=[N+:13]2[O-])(C)(C)C.C(OCC)(=O)C.O.C(=O)([O-])O.[Na+].[Cl-:32].[P+]=O, predict the reaction product. The product is: [Cl:32][C:12]1[CH:11]=[CH:10][C:9]2[C:8]([NH2:7])=[CH:17][CH:16]=[CH:15][C:14]=2[N:13]=1. (4) Given the reactants [C:1]([OH:5])(=O)[C:2]#[CH:3].[CH3:6][O:7][C:8]1[CH:13]=[CH:12][C:11]([C:14]2[CH:19]=[CH:18][C:17]([NH2:20])=[CH:16][CH:15]=2)=[CH:10][CH:9]=1, predict the reaction product. The product is: [CH3:6][O:7][C:8]1[CH:9]=[CH:10][C:11]([C:14]2[CH:19]=[CH:18][C:17]([NH:20][C:1](=[O:5])[C:2]#[CH:3])=[CH:16][CH:15]=2)=[CH:12][CH:13]=1.